Dataset: Reaction yield outcomes from USPTO patents with 853,638 reactions. Task: Predict the reaction yield, written as a fraction of the theoretical maximum amount of product (1.0 means a 100% yield; for example, 0.34 means a 34% yield). (1) The reactants are [CH3:1][C:2]1[CH:7]=[CH:6][C:5]([N+:8]([O-:10])=[O:9])=[CH:4][C:3]=1[NH:11][C:12]1[C:13](=[CH:17][C:18]([O:21][CH3:22])=[CH:19][CH:20]=1)[C:14](O)=O.P(Cl)(Cl)([Cl:25])=O. No catalyst specified. The product is [Cl:25][C:14]1[C:13]2[C:12]([N:11]=[C:3]3[C:4]=1[C:5]([N+:8]([O-:10])=[O:9])=[CH:6][CH:7]=[C:2]3[CH3:1])=[CH:20][CH:19]=[C:18]([O:21][CH3:22])[CH:17]=2. The yield is 0.680. (2) The reactants are C([O:9][C@@H:10]1[C@@H:37]([O:38]C(=O)C2C=CC=CC=2)[C@H:36]([O:47]C(=O)C2C=CC=CC=2)[C@@H:35]([C@@H:56]([CH3:66])[O:57]C(=O)C2C=CC=CC=2)[O:34][C@H:11]1[O:12][C:13]1[CH:18]=[C:17]([CH2:19][O:20]C(=O)C)[CH:16]=[CH:15][C:14]=1[CH2:24][C:25]1[CH:30]=[CH:29][C:28]([O:31][CH3:32])=[C:27]([F:33])[CH:26]=1)(=O)C1C=CC=CC=1.[OH-].[Na+]. The catalyst is O1CCCC1.CO. The product is [O:12]([C:13]1[CH:18]=[C:17]([CH2:19][OH:20])[CH:16]=[CH:15][C:14]=1[CH2:24][C:25]1[CH:30]=[CH:29][C:28]([O:31][CH3:32])=[C:27]([F:33])[CH:26]=1)[C@@H:11]1[O:34][C@H:35]([C@@H:56]([CH3:66])[OH:57])[C@@H:36]([OH:47])[C@H:37]([OH:38])[C@H:10]1[OH:9]. The yield is 0.339. (3) The reactants are [C:1](O[K])(C)(C)C.P(=O)(OC=[N+]=[N-])OC.[CH3:15][N:16]1[CH2:20][CH2:19][CH2:18][C@H:17]1[C:21]1[CH:22]=[C:23]([CH:27]=O)[CH:24]=[N:25][CH:26]=1. The catalyst is C1COCC1. The product is [C:27]([C:23]1[CH:24]=[N:25][CH:26]=[C:21]([CH:17]2[CH2:18][CH2:19][CH2:20][N:16]2[CH3:15])[CH:22]=1)#[CH:1]. The yield is 0.510. (4) The catalyst is C1C=CC=CC=1.CC(N=NC(C#N)(C)C)(C#N)C. The yield is 0.990. The reactants are [C:1]([C:5]1[CH:10]=[CH:9][C:8]([CH2:11][C:12]([OH:14])=[O:13])=[CH:7][CH:6]=1)([CH3:4])([CH3:3])[CH3:2].C1C(=O)N([Br:22])C(=O)C1.CCOC(C)=O.O. The product is [Br:22][CH:11]([C:8]1[CH:9]=[CH:10][C:5]([C:1]([CH3:4])([CH3:2])[CH3:3])=[CH:6][CH:7]=1)[C:12]([OH:14])=[O:13]. (5) The reactants are [S:1]1[CH:5]=[CH:4][CH:3]=[C:2]1[C:6]([OH:8])=O.CN(C(ON1N=NC2C=CC=CC1=2)=[N+](C)C)C.F[P-](F)(F)(F)(F)F.C1C=CC2N(O)N=NC=2C=1.C(N(CC)CC)C.[CH3:50][O:51][C:52](=[O:80])[C@@H:53]([NH:56][C:57]([C:59]1[C:60]([CH3:79])=[N:61][C:62]([NH:66][CH2:67][CH2:68][CH2:69][C:70]2[CH:78]=[CH:77][CH:76]=[C:75]3[C:71]=2[CH:72]=[N:73][NH:74]3)=[N:63][C:64]=1[CH3:65])=[O:58])[CH2:54][NH2:55]. The catalyst is CN(C=O)C. The product is [CH3:50][O:51][C:52](=[O:80])[C@@H:53]([NH:56][C:57]([C:59]1[C:60]([CH3:79])=[N:61][C:62]([NH:66][CH2:67][CH2:68][CH2:69][C:70]2[CH:78]=[CH:77][CH:76]=[C:75]3[C:71]=2[CH:72]=[N:73][NH:74]3)=[N:63][C:64]=1[CH3:65])=[O:58])[CH2:54][NH:55][C:6]([C:2]1[S:1][CH:5]=[CH:4][CH:3]=1)=[O:8]. The yield is 0.520. (6) The reactants are [Cl:1][C:2]1[C:7]2[C:8](=[O:22])[N:9]([CH2:11][C:12]3[CH:17]=[CH:16][C:15]([O:18][CH3:19])=[CH:14][C:13]=3[O:20][CH3:21])[CH2:10][C:6]=2[C:5]([F:23])=[C:4](Cl)[N:3]=1.[O:25]1[CH2:30][CH2:29][C@@H:28]([NH2:31])[C@@H:27]([NH2:32])[CH2:26]1.CCN(C(C)C)C(C)C. The catalyst is C(#N)C. The product is [NH2:32][C@@H:27]1[C@H:28]([NH:31][C:4]2[N:3]=[C:2]([Cl:1])[C:7]3[C:8](=[O:22])[N:9]([CH2:11][C:12]4[CH:17]=[CH:16][C:15]([O:18][CH3:19])=[CH:14][C:13]=4[O:20][CH3:21])[CH2:10][C:6]=3[C:5]=2[F:23])[CH2:29][CH2:30][O:25][CH2:26]1. The yield is 0.0960. (7) The reactants are [F:1][CH2:2][C:3]1[CH:4]=[C:5]([CH:10]=[C:11]([CH2:13]O)[CH:12]=1)[C:6]([O:8][CH3:9])=[O:7].[N-:15]=[N+:16]=[N-:17].[Na+].C(Br)(Br)(Br)Br.C1(P(C2C=CC=CC=2)C2C=CC=CC=2)C=CC=CC=1. The catalyst is CN(C=O)C.C(N(CC)CC)C. The product is [N:15]([CH2:13][C:11]1[CH:10]=[C:5]([CH:4]=[C:3]([CH2:2][F:1])[CH:12]=1)[C:6]([O:8][CH3:9])=[O:7])=[N+:16]=[N-:17]. The yield is 0.530. (8) The reactants are [C:1]([O:5][C:6](=[O:17])[CH2:7][C@H:8]1[CH2:13][CH2:12][C@H:11]([C:14](O)=[O:15])[CH2:10][CH2:9]1)([CH3:4])([CH3:3])[CH3:2]. The catalyst is C1COCC1. The product is [OH:15][CH2:14][C@H:11]1[CH2:12][CH2:13][C@H:8]([CH2:7][C:6]([O:5][C:1]([CH3:4])([CH3:3])[CH3:2])=[O:17])[CH2:9][CH2:10]1. The yield is 0.890. (9) The reactants are [CH3:1][C:2]1[CH:7]=[CH:6][C:5]([S:8]([N:11]([C@H:16]([C:45]([OH:47])=[O:46])[CH2:17][CH2:18][CH2:19][CH2:20][NH:21][C:22]([C@@H:24]([NH:35][S:36]([C:39]2[CH:44]=[CH:43][CH:42]=[CH:41][CH:40]=2)(=[O:38])=[O:37])[CH2:25][C:26]2[C:34]3[C:29](=[CH:30][CH:31]=[CH:32][CH:33]=3)[NH:28][CH:27]=2)=[O:23])[CH2:12][CH:13]([CH3:15])[CH3:14])(=[O:10])=[O:9])=[CH:4][CH:3]=1.[OH:48][CH2:49][CH:50]([CH2:52]O)[OH:51].C(Cl)CCl. The catalyst is CN(C=O)C.C(O)(=O)CC(CC(O)=O)(C(O)=O)O. The product is [CH3:1][C:2]1[CH:3]=[CH:4][C:5]([S:8]([N:11]([C@H:16]([C:45]([O:47][CH2:52][CH:50]([OH:51])[CH2:49][OH:48])=[O:46])[CH2:17][CH2:18][CH2:19][CH2:20][NH:21][C:22]([C@@H:24]([NH:35][S:36]([C:39]2[CH:44]=[CH:43][CH:42]=[CH:41][CH:40]=2)(=[O:37])=[O:38])[CH2:25][CH:26]2[C:34]3[C:29](=[CH:30][CH:31]=[CH:32][CH:33]=3)[N:28]=[CH:27]2)=[O:23])[CH2:12][CH:13]([CH3:15])[CH3:14])(=[O:9])=[O:10])=[CH:6][CH:7]=1. The yield is 0.790.